From a dataset of CYP1A2 inhibition data for predicting drug metabolism from PubChem BioAssay. Regression/Classification. Given a drug SMILES string, predict its absorption, distribution, metabolism, or excretion properties. Task type varies by dataset: regression for continuous measurements (e.g., permeability, clearance, half-life) or binary classification for categorical outcomes (e.g., BBB penetration, CYP inhibition). Dataset: cyp1a2_veith. (1) The molecule is CCOc1ccc(-n2c(N)c(C(=O)NCc3cccnc3)sc2=S)cc1. The result is 0 (non-inhibitor). (2) The molecule is CS(=O)(=O)N1CCC[C@@]2(CCN(C(=O)Nc3cccc(F)c3)C2)C1. The result is 0 (non-inhibitor). (3) The compound is C=CCNC(=O)c1onc(CSc2ccc(F)cc2)c1C(=O)O. The result is 0 (non-inhibitor). (4) The drug is C[C@@]12CCC(=O)C=C1CC[C@H]1[C@H]2CC[C@]2(C)[C@](O)(C(=O)CO)CC[C@@]12O. The result is 0 (non-inhibitor). (5) The molecule is N#C/C(=C\c1ccc(O)c(O)c1)C(N)=O. The result is 1 (inhibitor). (6) The drug is O=C(O)c1cccc(S(=O)(=O)NCCO)c1. The result is 0 (non-inhibitor). (7) The compound is O=C(CSCc1cccc(Br)c1)N/N=C/c1ccc2c(c1)OCO2. The result is 1 (inhibitor). (8) The drug is Cc1c2c(nc3ccccc13)OCC2. The result is 1 (inhibitor). (9) The compound is COc1ccc(NS(=O)(=O)c2ccc(I)cc2)cc1N1CCN(C)CC1. The result is 0 (non-inhibitor).